From a dataset of Reaction yield outcomes from USPTO patents with 853,638 reactions. Predict the reaction yield, written as a fraction of the theoretical maximum amount of product (1.0 means a 100% yield; for example, 0.34 means a 34% yield). (1) The reactants are [Br:1][C:2]1[CH:3]=[N:4][CH:5]=[C:6]([CH2:8]Cl)[CH:7]=1.[Cl:10][C:11]1[NH:16][C:15](=[O:17])[CH:14]=[CH:13][CH:12]=1.C([O-])([O-])=O.[K+].[K+].O. The catalyst is CN(C=O)C.CCOC(C)=O. The product is [Br:1][C:2]1[CH:7]=[C:6]([CH2:8][O:17][C:15]2[CH:14]=[CH:13][CH:12]=[C:11]([Cl:10])[N:16]=2)[CH:5]=[N:4][CH:3]=1. The yield is 0.690. (2) The yield is 0.800. The product is [NH2:1][C:2]1[C:16]([C:17]([O:19][N:35]2[CH:36]3[CH:41]=[CH:40][CH:39]=[CH:38][CH:37]3[N:42]=[N:43]2)=[O:18])=[C:5]2[N:6]=[C:7]([O:10][CH2:11][CH2:12][N:13]([CH3:15])[CH3:14])[CH:8]=[CH:9][N:4]2[N:3]=1. The catalyst is CN1C(=O)CCC1. The reactants are [NH2:1][C:2]1[C:16]([C:17]([OH:19])=[O:18])=[C:5]2[N:6]=[C:7]([O:10][CH2:11][CH2:12][N:13]([CH3:15])[CH3:14])[CH:8]=[CH:9][N:4]2[N:3]=1.CCN(CC)CC.CN(C(O[N:35]1[N:43]=[N:42][C:37]2[CH:38]=[CH:39][CH:40]=[CH:41][C:36]1=2)=[N+](C)C)C.[B-](F)(F)(F)F. (3) The catalyst is C(O)=O. The yield is 0.840. The product is [CH:4]1([C:10]2[C:18]3[C:17](=[O:19])[NH:16][C:15]([C:20]4[CH:25]=[CH:24][C:23]([N:26]5[CH2:32][CH2:31][CH2:30][N:29]([CH3:1])[CH2:28][CH2:27]5)=[CH:22][C:21]=4[O:33][CH3:34])=[N:14][C:13]=3[N:12]([CH3:35])[N:11]=2)[CH2:5][CH2:6][CH2:7][CH2:8][CH2:9]1. The reactants are [CH2:1](O)C.[CH:4]1([C:10]2[C:18]3[C:17](=[O:19])[NH:16][C:15]([C:20]4[CH:25]=[CH:24][C:23]([N:26]5[CH2:32][CH2:31][CH2:30][NH:29][CH2:28][CH2:27]5)=[CH:22][C:21]=4[O:33][CH3:34])=[N:14][C:13]=3[N:12]([CH3:35])[N:11]=2)[CH2:9][CH2:8][CH2:7][CH2:6][CH2:5]1.C=O.C(=O)([O-])O.[Na+].